This data is from Full USPTO retrosynthesis dataset with 1.9M reactions from patents (1976-2016). The task is: Predict the reactants needed to synthesize the given product. (1) Given the product [Br:22][C:15]1[CH:14]=[C:13]2[C:18]([C:19]3[C:20](=[O:21])[C:8]4[CH:7]=[C:6]([O:5][CH2:4][C:3]([OH:27])=[O:2])[CH:26]=[CH:25][C:9]=4[C:10]([CH3:24])([CH3:23])[C:11]=3[NH:12]2)=[CH:17][CH:16]=1, predict the reactants needed to synthesize it. The reactants are: C[O:2][C:3](=[O:27])[CH2:4][O:5][C:6]1[CH:26]=[CH:25][C:9]2[C:10]([CH3:24])([CH3:23])[C:11]3[NH:12][C:13]4[C:18]([C:19]=3[C:20](=[O:21])[C:8]=2[CH:7]=1)=[CH:17][CH:16]=[C:15]([Br:22])[CH:14]=4.COC(=O)CO.[OH-].[Na+].Cl. (2) Given the product [CH3:1][O:2][C:3]1[CH:4]=[C:5]2[C:10](=[CH:11][C:12]=1[O:13][CH3:14])[N:9]=[CH:8][CH:7]=[C:6]2[O:15][C:16]1[C:22]([CH3:23])=[CH:21][C:19]([NH:20][C:29](=[O:35])[O:28][CH2:26][C:38]([CH3:39])=[CH2:37])=[C:18]([CH3:24])[CH:17]=1, predict the reactants needed to synthesize it. The reactants are: [CH3:1][O:2][C:3]1[CH:4]=[C:5]2[C:10](=[CH:11][C:12]=1[O:13][CH3:14])[N:9]=[CH:8][CH:7]=[C:6]2[O:15][C:16]1[C:22]([CH3:23])=[CH:21][C:19]([NH2:20])=[C:18]([CH3:24])[CH:17]=1.Cl[C:26](Cl)([O:28][C:29](=[O:35])OC(Cl)(Cl)Cl)Cl.[CH3:37][C:38](=C)[CH2:39]O.C(=O)(O)[O-].[Na+]. (3) The reactants are: [Cl:1][C:2]1[N:7]=[C:6](Cl)[CH:5]=[CH:4][N:3]=1.[NH2:9][C:10]1[C:15]2CO[O:18][C:14]=2[CH:13]=[CH:12][CH:11]=1.C(N(CC)C(C)C)C.CN([CH:30]=[O:31])C. Given the product [O:18]1[C:14]2[CH:13]=[CH:12][CH:11]=[C:10]([NH:9][C:6]3[CH:5]=[CH:4][N:3]=[C:2]([Cl:1])[N:7]=3)[C:15]=2[O:31][CH2:30]1, predict the reactants needed to synthesize it. (4) Given the product [Cl:14][C:15]1[CH:16]=[C:17]([N:18]=[C:6]=[S:7])[CH:19]=[C:20]([Cl:23])[C:21]=1[Cl:22], predict the reactants needed to synthesize it. The reactants are: C(=O)([O-])[O-].[Ca+2].[C:6](Cl)(Cl)=[S:7].ClCCl.O.[Cl:14][C:15]1[CH:16]=[C:17]([CH:19]=[C:20]([Cl:23])[C:21]=1[Cl:22])[NH2:18].Cl. (5) Given the product [Cl:10][C:11]1[CH:16]=[CH:15][C:14]([S:17]([CH2:3][C:4]2[CH:9]=[CH:8][N:7]=[CH:6][CH:5]=2)(=[O:19])=[O:18])=[CH:13][CH:12]=1, predict the reactants needed to synthesize it. The reactants are: Cl.Cl[CH2:3][C:4]1[CH:9]=[CH:8][N:7]=[CH:6][CH:5]=1.[Cl:10][C:11]1[CH:16]=[CH:15][C:14]([S:17]([O-:19])=[O:18])=[CH:13][CH:12]=1.[Na+].C([O-])(=O)C.[K+].